This data is from Catalyst prediction with 721,799 reactions and 888 catalyst types from USPTO. The task is: Predict which catalyst facilitates the given reaction. (1) Reactant: [CH3:1][C:2]1[CH:7]=[CH:6][CH:5]=[C:4]([CH3:8])[C:3]=1[NH:9][C:10](=[O:22])[CH2:11][N:12]1[CH2:17][CH2:16][N:15]([C:18](=[O:21])[CH2:19]Cl)[CH2:14][CH2:13]1.[Cl:23][C:24]1[CH:29]=[CH:28][CH:27]=[CH:26][C:25]=1[OH:30].C(=O)([O-])[O-].[K+].[K+]. Product: [CH3:1][C:2]1[CH:7]=[CH:6][CH:5]=[C:4]([CH3:8])[C:3]=1[NH:9][C:10](=[O:22])[CH2:11][N:12]1[CH2:17][CH2:16][N:15]([C:18](=[O:21])[CH2:19][O:30][C:25]2[CH:26]=[CH:27][CH:28]=[CH:29][C:24]=2[Cl:23])[CH2:14][CH2:13]1. The catalyst class is: 21. (2) Reactant: [NH2:1][C:2]1[N:10]=[CH:9][N:8]=[C:7]2[C:3]=1[N:4]([C:17]1[CH:22]=[CH:21][C:20]([O:23][C:24]3[CH:29]=[CH:28][CH:27]=[CH:26][CH:25]=3)=[CH:19][CH:18]=1)[C:5](=[O:16])[N:6]2[C@@H:11]1[CH2:15][CH2:14][NH:13][CH2:12]1.Cl.[CH:31]1([N:35]([CH3:42])[CH2:36]/[CH:37]=[CH:38]/[C:39](O)=[O:40])[CH2:34][CH2:33][CH2:32]1.CCN(C(C)C)C(C)C.CN(C(ON1N=NC2C=CC=CC1=2)=[N+](C)C)C.F[P-](F)(F)(F)(F)F. Product: [NH2:1][C:2]1[N:10]=[CH:9][N:8]=[C:7]2[C:3]=1[N:4]([C:17]1[CH:18]=[CH:19][C:20]([O:23][C:24]3[CH:25]=[CH:26][CH:27]=[CH:28][CH:29]=3)=[CH:21][CH:22]=1)[C:5](=[O:16])[N:6]2[C@@H:11]1[CH2:15][CH2:14][N:13]([C:39](=[O:40])/[CH:38]=[CH:37]/[CH2:36][N:35]([CH:31]2[CH2:34][CH2:33][CH2:32]2)[CH3:42])[CH2:12]1. The catalyst class is: 3.